From a dataset of Full USPTO retrosynthesis dataset with 1.9M reactions from patents (1976-2016). Predict the reactants needed to synthesize the given product. (1) Given the product [NH2:10][C@@H:11]1[CH2:12][CH2:13][C@H:14]([O:17][C:18]2[CH:19]=[C:20]3[C:25](=[CH:26][C:27]=2[CH3:28])[C:24](=[O:29])[NH:23][CH:22]=[CH:21]3)[CH2:15][CH2:16]1, predict the reactants needed to synthesize it. The reactants are: Cl.N[C@@H]1CC[C@H](O)CC1.[NH2:10][C@H:11]1[CH2:16][CH2:15][C@H:14]([O:17][C:18]2[CH:19]=[C:20]3[C:25](=[CH:26][C:27]=2[CH3:28])[C:24](=[O:29])[NH:23][CH:22]=[CH:21]3)[CH2:13][CH2:12]1.Cl.N[C@@H]1CC[C@H](OC2C=C3C(=CC=2C)C(=O)NC=C3)CC1. (2) Given the product [CH2:11]([S:10][C:9]1[C:4]2[N:5]([CH:16]=[C:2]([C:17]3[CH:22]=[CH:21][CH:20]=[CH:19][CH:18]=3)[CH:3]=2)[N:6]=[CH:7][C:8]=1[C:13]([NH2:15])=[O:14])[CH3:12], predict the reactants needed to synthesize it. The reactants are: Br[C:2]1[CH:3]=[C:4]2[C:9]([S:10][CH2:11][CH3:12])=[C:8]([C:13]([NH2:15])=[O:14])[CH:7]=[N:6][N:5]2[CH:16]=1.[C:17]1(B(O)O)[CH:22]=[CH:21][CH:20]=[CH:19][CH:18]=1.P([O-])([O-])([O-])=O.[K+].[K+].[K+].C1(P(C2CCCCC2)C2C=CC=CC=2C2C(C(C)C)=CC(C(C)C)=CC=2C(C)C)CCCCC1. (3) The reactants are: C(N(CC)CC)C.[NH2:8][C@H:9]([CH3:33])[CH2:10][N:11]([CH2:24][CH2:25][C:26]1[CH:31]=[CH:30][CH:29]=[CH:28][C:27]=1[Cl:32])[S:12]([C:15]1[CH:20]=[CH:19][CH:18]=[CH:17][C:16]=1[N+:21]([O-:23])=[O:22])(=[O:14])=[O:13].[CH:34]1[C:43]2[C:38](=[CH:39][C:40]([S:44](Cl)(=[O:46])=[O:45])=[CH:41][CH:42]=2)[CH:37]=[CH:36][N:35]=1. Given the product [Cl:32][C:27]1[CH:28]=[CH:29][CH:30]=[CH:31][C:26]=1[CH2:25][CH2:24][N:11]([CH2:10][C@H:9]([NH:8][S:44]([C:40]1[CH:39]=[C:38]2[C:43](=[CH:42][CH:41]=1)[CH:34]=[N:35][CH:36]=[CH:37]2)(=[O:45])=[O:46])[CH3:33])[S:12]([C:15]1[CH:20]=[CH:19][CH:18]=[CH:17][C:16]=1[N+:21]([O-:23])=[O:22])(=[O:13])=[O:14], predict the reactants needed to synthesize it. (4) Given the product [C:16]([O:5][CH2:3][O:6][C:7](=[O:9])[CH3:8])(=[O:17])[CH3:15], predict the reactants needed to synthesize it. The reactants are: C=O.[C:3]([O:6][C:7](=[O:9])[CH3:8])(=[O:5])C.S(=O)(=O)(O)O.[CH3:15][C:16]([O-])=[O:17].[Na+]. (5) Given the product [CH3:23][N:20]1[C:21](=[O:22])[N:16]2[CH:15]=[N:14][C:13]([C:11]3[O:12][C:1]([C:2]4[CH:7]=[CH:6][CH:5]=[CH:4][CH:3]=4)=[N:9][N:10]=3)=[C:17]2[N:18]=[N:19]1, predict the reactants needed to synthesize it. The reactants are: [C:1]([NH:9][NH:10][C:11]([C:13]1[N:14]=[CH:15][N:16]2[C:21](=[O:22])[N:20]([CH3:23])[N:19]=[N:18][C:17]=12)=[O:12])(=O)[C:2]1[CH:7]=[CH:6][CH:5]=[CH:4][CH:3]=1.C(Br)(Br)(Br)Br.C1(P(C2C=CC=CC=2)C2C=CC=CC=2)C=CC=CC=1. (6) Given the product [CH2:19]([C:17]1[O:16][N:15]=[C:14]([CH2:13][NH:11][C:1]23[CH2:8][CH:7]4[CH2:6][CH:5]([CH2:4][CH:3]([CH2:9]4)[CH2:2]2)[CH2:10]3)[N:18]=1)[CH:20]([CH3:22])[CH3:21], predict the reactants needed to synthesize it. The reactants are: [C:1]12([NH2:11])[CH2:10][CH:5]3[CH2:6][CH:7]([CH2:9][CH:3]([CH2:4]3)[CH2:2]1)[CH2:8]2.Cl[CH2:13][C:14]1[N:18]=[C:17]([CH2:19][CH:20]([CH3:22])[CH3:21])[O:16][N:15]=1.